From a dataset of Forward reaction prediction with 1.9M reactions from USPTO patents (1976-2016). Predict the product of the given reaction. The product is: [CH3:22][O:21][C:4]1[CH:3]=[C:2]([C:33]2[CH:32]=[N:31][N:30]([CH3:29])[CH:34]=2)[CH:7]=[CH:6][C:5]=1[NH:8][C:9]1[N:14]=[C:13]([NH:15][CH3:16])[C:12]([C:17]([F:20])([F:19])[F:18])=[CH:11][N:10]=1. Given the reactants Br[C:2]1[CH:7]=[CH:6][C:5]([NH:8][C:9]2[N:14]=[C:13]([NH:15][CH3:16])[C:12]([C:17]([F:20])([F:19])[F:18])=[CH:11][N:10]=2)=[C:4]([O:21][CH3:22])[CH:3]=1.C([O-])([O-])=O.[K+].[K+].[CH3:29][N:30]1[CH:34]=[C:33](B2OC(C)(C)C(C)(C)O2)[CH:32]=[N:31]1, predict the reaction product.